From a dataset of Reaction yield outcomes from USPTO patents with 853,638 reactions. Predict the reaction yield, written as a fraction of the theoretical maximum amount of product (1.0 means a 100% yield; for example, 0.34 means a 34% yield). The reactants are C1(P(C2CCCCC2)C2CCCCC2)CCCCC1.CCCCCC[CH2:26][CH2:27][CH2:28][CH2:29][CH2:30][CH2:31][CH3:32].C[Si](C)(C)O[C:36]1[CH:37]=[C:38]2[C:43](=[CH:44][CH:45]=1)[CH2:42][CH2:41][CH2:40][CH2:39]2.C1(C)C(C2C(C)=CC=CC=2)=CC=CC=1.CC1C=CC(O)=CC=1. No catalyst specified. The product is [CH3:32][C:31]1[CH:26]=[CH:27][C:28]([C:36]2[CH:37]=[C:38]3[C:43](=[CH:44][CH:45]=2)[CH2:42][CH2:41][CH2:40][CH2:39]3)=[CH:29][CH:30]=1. The yield is 0.670.